Dataset: Reaction yield outcomes from USPTO patents with 853,638 reactions. Task: Predict the reaction yield, written as a fraction of the theoretical maximum amount of product (1.0 means a 100% yield; for example, 0.34 means a 34% yield). (1) The reactants are [CH2:1]([O:8][C:9]([N:11]1[CH2:17][CH2:16][C:15](=[O:18])[NH:14][CH2:13][CH2:12]1)=[O:10])[C:2]1[CH:7]=[CH:6][CH:5]=[CH:4][CH:3]=1.[H-].[Na+].[CH3:21][O:22][C:23](=[O:36])[CH:24](I)[CH2:25][CH2:26][O:27][Si:28]([C:31]([CH3:34])([CH3:33])[CH3:32])([CH3:30])[CH3:29].S([O-])(O)(=O)=O.[K+]. The product is [CH2:1]([O:8][C:9]([N:11]1[CH2:17][CH2:16][C:15](=[O:18])[N:14]([CH:24]([C:23]([O:22][CH3:21])=[O:36])[CH2:25][CH2:26][O:27][Si:28]([C:31]([CH3:34])([CH3:33])[CH3:32])([CH3:30])[CH3:29])[CH2:13][CH2:12]1)=[O:10])[C:2]1[CH:7]=[CH:6][CH:5]=[CH:4][CH:3]=1. The catalyst is CN(C)C=O. The yield is 0.630. (2) The reactants are C(O[C:4]([C:6]1C=CC(B(O)O)=C[CH:7]=1)=O)C.NC1CC(C(N(CCC)CCC)=O)=CC2C=CC(Br)=CC=2N=1.COC(C1C=CC(B(O)O)=CC=1)=O.[C:50](=[O:53])([O-])[O-:51].[K+].[K+].[C:56]([O:60][C:61]([NH:63][C:64]1[CH2:65][C:66]([C:86](=[O:102])[N:87]([CH2:91][CH2:92][CH2:93][O:94][Si:95]([C:98]([CH3:101])([CH3:100])[CH3:99])([CH3:97])[CH3:96])[CH2:88][CH2:89][CH3:90])=[CH:67][C:68]2[CH:74]=[CH:73][C:72]([C:75]3[CH:85]=[CH:84][C:78]([C:79]([O:81][CH2:82][CH3:83])=[O:80])=[CH:77][CH:76]=3)=[CH:71][C:69]=2[N:70]=1)=[O:62])([CH3:59])([CH3:58])[CH3:57]. The catalyst is C(#N)C.CCOC(C)=O.ClCCl.C(O)(C(F)(F)F)=O.C1C=CC([P]([Pd]([P](C2C=CC=CC=2)(C2C=CC=CC=2)C2C=CC=CC=2)([P](C2C=CC=CC=2)(C2C=CC=CC=2)C2C=CC=CC=2)[P](C2C=CC=CC=2)(C2C=CC=CC=2)C2C=CC=CC=2)(C2C=CC=CC=2)C2C=CC=CC=2)=CC=1. The product is [NH2:63][C:64]1[CH2:65][C:66]([C:86](=[O:102])[N:87]([CH2:91][CH2:92][CH2:93][OH:94])[CH2:88][CH2:89][CH3:90])=[CH:67][C:68]2[CH:74]=[CH:73][C:72]([C:75]3[CH:85]=[CH:84][C:78]([CH2:79][C:50]([O:51][CH:6]([CH3:7])[CH3:4])=[O:53])=[CH:77][CH:76]=3)=[CH:71][C:69]=2[N:70]=1.[C:56]([O:60][C:61]([NH:63][C:64]1[CH2:65][C:66]([C:86](=[O:102])[N:87]([CH2:91][CH2:92][CH2:93][O:94][Si:95]([C:98]([CH3:99])([CH3:101])[CH3:100])([CH3:96])[CH3:97])[CH2:88][CH2:89][CH3:90])=[CH:67][C:68]2[CH:74]=[CH:73][C:72]([C:75]3[CH:85]=[CH:84][C:78]([C:79]([O:81][CH2:82][CH3:83])=[O:80])=[CH:77][CH:76]=3)=[CH:71][C:69]=2[N:70]=1)=[O:62])([CH3:57])([CH3:58])[CH3:59]. The yield is 0.420. (3) The reactants are [Cl:1][C:2]1[CH:33]=[CH:32][C:5]([CH2:6][N:7]2[CH2:12][CH2:11][CH:10]([NH:13][CH2:14][C@@:15]([OH:31])([CH3:30])[CH2:16][O:17][C:18]3[CH:23]=[CH:22][CH:21]=[CH:20][C:19]=3[CH2:24][CH2:25][C:26]([O:28]C)=[O:27])[CH2:9][CH2:8]2)=[CH:4][CH:3]=1.[OH-].[Na+].[C:36]([OH:42])([C:38]([F:41])([F:40])[F:39])=[O:37]. The catalyst is C1COCC1. The product is [F:39][C:38]([F:41])([F:40])[C:36]([OH:42])=[O:37].[F:39][C:38]([F:41])([F:40])[C:36]([OH:42])=[O:37].[Cl:1][C:2]1[CH:33]=[CH:32][C:5]([CH2:6][N:7]2[CH2:12][CH2:11][CH:10]([NH:13][CH2:14][C@@:15]([OH:31])([CH3:30])[CH2:16][O:17][C:18]3[CH:23]=[CH:22][CH:21]=[CH:20][C:19]=3[CH2:24][CH2:25][C:26]([OH:28])=[O:27])[CH2:9][CH2:8]2)=[CH:4][CH:3]=1. The yield is 0.830. (4) The reactants are Cl.C(N=C=NCCCN(C)C)C.[S:13]1[C:17]2[CH:18]=[CH:19][CH:20]=[CH:21][C:16]=2[CH:15]=[C:14]1[C:22]([NH:24][C:25]1([C:31]([OH:33])=[O:32])[CH2:30][CH2:29][CH2:28][CH2:27][CH2:26]1)=O. The catalyst is C(Cl)Cl. The product is [S:13]1[C:17]2[CH:18]=[CH:19][CH:20]=[CH:21][C:16]=2[CH:15]=[C:14]1[C:22]1[O:33][C:31](=[O:32])[C:25]2([CH2:26][CH2:27][CH2:28][CH2:29][CH2:30]2)[N:24]=1. The yield is 0.750. (5) The reactants are C[O:2][C:3]([CH:5]1[CH2:9][C:8](=[O:10])[N:7]([C:11]2[CH:16]=[CH:15][C:14]([O:17][CH2:18][C:19]3[CH:24]=[CH:23][C:22]([F:25])=[C:21]([F:26])[CH:20]=3)=[CH:13][CH:12]=2)[CH2:6]1)=O.[BH4-].[Na+].O. The catalyst is C1COCC1. The product is [F:26][C:21]1[CH:20]=[C:19]([CH:24]=[CH:23][C:22]=1[F:25])[CH2:18][O:17][C:14]1[CH:15]=[CH:16][C:11]([N:7]2[CH2:6][CH:5]([CH2:3][OH:2])[CH2:9][C:8]2=[O:10])=[CH:12][CH:13]=1. The yield is 0.910.